This data is from Full USPTO retrosynthesis dataset with 1.9M reactions from patents (1976-2016). The task is: Predict the reactants needed to synthesize the given product. (1) Given the product [CH2:7]1[C:8]2[C:4](=[CH:3][C:2]([B:11]3[O:15][C:14]([CH3:17])([CH3:16])[C:13]([CH3:19])([CH3:18])[O:12]3)=[CH:10][CH:9]=2)[CH:5]=[CH:6]1, predict the reactants needed to synthesize it. The reactants are: Br[C:2]1[CH:3]=[C:4]2[C:8](=[CH:9][CH:10]=1)[CH2:7][CH:6]=[CH:5]2.[B:11]1([B:11]2[O:15][C:14]([CH3:17])([CH3:16])[C:13]([CH3:19])([CH3:18])[O:12]2)[O:15][C:14]([CH3:17])([CH3:16])[C:13]([CH3:19])([CH3:18])[O:12]1. (2) Given the product [Br:3][C:4]1[CH:5]=[CH:6][C:7](/[C:10](=[N:16]/[O:17][CH2:19][C:20]2[CH:21]=[CH:22][C:23]([O:24][CH2:25][C:26]3[N:27]=[C:28]([C:32]4[CH:37]=[CH:36][CH:35]=[CH:34][CH:33]=4)[O:29][C:30]=3[CH3:31])=[CH:38][CH:39]=2)/[C:11]([OH:13])=[O:12])=[CH:8][CH:9]=1, predict the reactants needed to synthesize it. The reactants are: [H-].[Na+].[Br:3][C:4]1[CH:9]=[CH:8][C:7](/[C:10](=[N:16]/[OH:17])/[C:11]([O:13]CC)=[O:12])=[CH:6][CH:5]=1.Cl[CH2:19][C:20]1[CH:39]=[CH:38][C:23]([O:24][CH2:25][C:26]2[N:27]=[C:28]([C:32]3[CH:37]=[CH:36][CH:35]=[CH:34][CH:33]=3)[O:29][C:30]=2[CH3:31])=[CH:22][CH:21]=1.Cl.C(=O)(O)[O-].[Na+]. (3) The reactants are: [C:1]([CH:4]([CH2:26][CH2:27][CH2:28][CH2:29][CH3:30])[C:5]([NH:7][CH:8]([C:10]1[C:11](=[O:25])[NH:12][C:13]([CH2:16][C:17]2[CH:22]=[CH:21][C:20]([O:23][CH3:24])=[CH:19][CH:18]=2)=[N:14][N:15]=1)[CH3:9])=O)(=[O:3])[CH3:2].P(Cl)(Cl)(Cl)=O. Given the product [C:1]([CH:4]([C:5]1[N:15]2[C:10]([C:11](=[O:25])[NH:12][C:13]([CH2:16][C:17]3[CH:22]=[CH:21][C:20]([O:23][CH3:24])=[CH:19][CH:18]=3)=[N:14]2)=[C:8]([CH3:9])[N:7]=1)[CH2:26][CH2:27][CH2:28][CH2:29][CH3:30])(=[O:3])[CH3:2], predict the reactants needed to synthesize it. (4) Given the product [CH2:1]([O:3][C:4]([C:5]1[CH:10]=[C:9]2[C:8](=[C:7]([N+:12]([O-:14])=[O:13])[CH:6]=1)[NH:11][C:18]([Si:17]([CH3:27])([CH3:16])[CH3:26])=[C:19]2[C:20]1[CH:21]=[CH:22][CH:23]=[CH:24][CH:25]=1)=[O:15])[CH3:2], predict the reactants needed to synthesize it. The reactants are: [CH2:1]([O:3][C:4](=[O:15])[C:5]1[CH:10]=[CH:9][C:8]([NH2:11])=[C:7]([N+:12]([O-:14])=[O:13])[CH:6]=1)[CH3:2].[CH3:16][Si:17]([CH3:27])([CH3:26])[C:18]#[C:19][C:20]1[CH:25]=[CH:24][CH:23]=[CH:22][CH:21]=1. (5) Given the product [C:19]([O:22][C:23]([N:10]1[CH:11]=[C:7]([CH:1]2[CH2:2][CH2:3][CH2:4][CH2:5][CH2:6]2)[C:8]2[S:14][C:13]([C:15]([O:17][CH3:33])=[O:16])=[CH:12][C:9]1=2)=[O:24])([CH3:21])([CH3:20])[CH3:18], predict the reactants needed to synthesize it. The reactants are: [CH:1]1([C:7]2[C:8]3[S:14][C:13]([C:15]([OH:17])=[O:16])=[CH:12][C:9]=3[NH:10][CH:11]=2)[CH2:6][CH2:5][CH2:4][CH2:3][CH2:2]1.[CH3:18][C:19]([O:22][C:23](O[C:23]([O:22][C:19]([CH3:21])([CH3:20])[CH3:18])=[O:24])=[O:24])([CH3:21])[CH3:20].[CH3:33]CN(CC)CC.C[Si](C=[N+]=[N-])(C)C.